This data is from Peptide-MHC class II binding affinity with 134,281 pairs from IEDB. The task is: Regression. Given a peptide amino acid sequence and an MHC pseudo amino acid sequence, predict their binding affinity value. This is MHC class II binding data. (1) The peptide sequence is YDKFLAVVSTVLTGK. The MHC is DRB1_1001 with pseudo-sequence DRB1_1001. The binding affinity (normalized) is 0.747. (2) The peptide sequence is KLITFNVHNRYASNIVESAY. The MHC is DRB1_1301 with pseudo-sequence DRB1_1301. The binding affinity (normalized) is 1.00. (3) The peptide sequence is PRGGPGRSYAADAGY. The MHC is DRB1_1501 with pseudo-sequence DRB1_1501. The binding affinity (normalized) is 0. (4) The peptide sequence is IGPRHPIRALVGDEV. The MHC is DRB1_0405 with pseudo-sequence DRB1_0405. The binding affinity (normalized) is 0.362. (5) The peptide sequence is PFVDVGVSALLLAAGCW. The binding affinity (normalized) is 0.103. The MHC is DRB1_1501 with pseudo-sequence DRB1_1501. (6) The peptide sequence is EFIPMKSSWGAIWRI. The MHC is HLA-DPA10301-DPB10402 with pseudo-sequence HLA-DPA10301-DPB10402. The binding affinity (normalized) is 0.162. (7) The peptide sequence is MGAVLIWVGINTRNM. The MHC is DRB1_0901 with pseudo-sequence DRB1_0901. The binding affinity (normalized) is 0.208. (8) The peptide sequence is QVPSASMGRDIKVQF. The MHC is DRB3_0202 with pseudo-sequence DRB3_0202. The binding affinity (normalized) is 0.